This data is from Forward reaction prediction with 1.9M reactions from USPTO patents (1976-2016). The task is: Predict the product of the given reaction. (1) Given the reactants [Cl:1][C:2]1[CH:7]=[CH:6][C:5]([S:8][C:9]2[C:13]3=[N:14][C:15]([CH3:18])=[CH:16][CH:17]=[C:12]3[N:11]([CH2:19][C:20]([O:22]CC)=[O:21])[C:10]=2[CH3:25])=[CH:4][CH:3]=1.[OH-].[Na+].C1COCC1, predict the reaction product. The product is: [Cl:1][C:2]1[CH:3]=[CH:4][CH:5]([S:8][C:9]2[C:13]3=[N:14][C:15]([CH3:18])=[CH:16][CH:17]=[C:12]3[N:11]([CH2:19][C:20]([OH:22])=[O:21])[C:10]=2[CH3:25])[CH2:6][CH:7]=1. (2) Given the reactants [CH2:1]([O:3][C:4]([N:6]1[CH2:11][CH2:10][N:9]([C:12](=[O:52])[C@@H:13]([NH:23][C:24]([C:26]2[CH:30]=[C:29]([O:31][CH2:32][C:33]([N:35]3[CH2:39][C:38]([F:41])([F:40])[C:37](=C=O)[C@@H:36]3OC)=[O:34])[N:28]([C:46]3[CH:51]=[CH:50][CH:49]=[CH:48][CH:47]=3)[N:27]=2)=[O:25])[CH2:14][CH2:15][C:16]([O:18][C:19]([CH3:22])([CH3:21])[CH3:20])=[O:17])[CH2:8][CH2:7]1)=[O:5])[CH3:2].[Li+].[OH-:54].C1[CH2:59][O:58]CC1, predict the reaction product. The product is: [CH2:1]([O:3][C:4]([N:6]1[CH2:11][CH2:10][N:9]([C:12](=[O:52])[C@@H:13]([NH:23][C:24]([C:26]2[CH:30]=[C:29]([O:31][CH2:32][C:33]([N:35]3[CH2:39][C:38]([F:40])([F:41])[CH2:37][C@H:36]3[C:59]([OH:58])=[O:54])=[O:34])[N:28]([C:46]3[CH:47]=[CH:48][CH:49]=[CH:50][CH:51]=3)[N:27]=2)=[O:25])[CH2:14][CH2:15][C:16]([O:18][C:19]([CH3:21])([CH3:22])[CH3:20])=[O:17])[CH2:8][CH2:7]1)=[O:5])[CH3:2]. (3) Given the reactants O.[OH-].[Li+].C([O:8][C:9](=[O:40])[CH2:10][O:11][C:12]1[C:17]2[CH2:18][CH2:19][CH2:20][CH2:21][CH:22]([NH:23][S:24]([C:27]3[CH:32]=[C:31]([C:33]([F:36])([F:35])[F:34])[CH:30]=[C:29]([CH:37]([CH3:39])[CH3:38])[CH:28]=3)(=[O:26])=[O:25])[C:16]=2[CH:15]=[CH:14][CH:13]=1)(C)(C)C.C1COCC1.CO, predict the reaction product. The product is: [CH:37]([C:29]1[CH:28]=[C:27]([S:24]([NH:23][CH:22]2[C:16]3[CH:15]=[CH:14][CH:13]=[C:12]([O:11][CH2:10][C:9]([OH:40])=[O:8])[C:17]=3[CH2:18][CH2:19][CH2:20][CH2:21]2)(=[O:25])=[O:26])[CH:32]=[C:31]([C:33]([F:35])([F:34])[F:36])[CH:30]=1)([CH3:39])[CH3:38]. (4) Given the reactants [F:1][C:2]([F:32])([F:31])[C:3]1[CH:4]=[C:5]([C@H:13]([O:15][C@@H:16]2[C@@H:21]([C:22]3[CH:27]=[CH:26][C:25]([F:28])=[CH:24][CH:23]=3)[C@H:20]([CH:29]=O)[CH2:19][CH2:18][O:17]2)[CH3:14])[CH:6]=[C:7]([C:9]([F:12])([F:11])[F:10])[CH:8]=1.Cl.C1[C:38]2(CCN[CH2:40][CH2:39]2)[CH2:37][CH2:36]O1.C([N:46]([CH2:49][CH3:50])CC)C.[C:51](O[BH-](OC(=O)C)OC(=O)C)(=[O:53])C.[Na+].ClC(Cl)C.C(=O)(O)[O-].[Na+], predict the reaction product. The product is: [F:32][C:2]([F:31])([F:1])[C:3]1[CH:4]=[C:5]([C@H:13]([O:15][C@@H:16]2[C@@H:21]([C:22]3[CH:23]=[CH:24][C:25]([F:28])=[CH:26][CH:27]=3)[C@H:20]([CH2:29][CH:38]3[CH2:39][CH2:40][C:50]4([CH2:51][O:53][NH:46][CH2:49]4)[CH2:36][CH2:37]3)[CH2:19][CH2:18][O:17]2)[CH3:14])[CH:6]=[C:7]([C:9]([F:10])([F:12])[F:11])[CH:8]=1. (5) Given the reactants [CH3:1][C:2]1[CH:18]=[CH:17][C:16]([CH:19]=[C:20]2[CH2:25][CH2:24][NH:23][CH2:22][CH2:21]2)=[CH:15][C:3]=1[O:4][C:5]1[CH:10]=[CH:9][C:8]([C:11]([F:14])([F:13])[F:12])=[CH:7][N:6]=1.[N:26]1[CH:31]=[CH:30][CH:29]=[C:28]([NH:32][C:33](=O)[O:34]C2C=CC=CC=2)[CH:27]=1.C(N(CC)CC)C, predict the reaction product. The product is: [CH3:1][C:2]1[CH:18]=[CH:17][C:16]([CH:19]=[C:20]2[CH2:25][CH2:24][N:23]([C:33]([NH:32][C:28]3[CH:27]=[N:26][CH:31]=[CH:30][CH:29]=3)=[O:34])[CH2:22][CH2:21]2)=[CH:15][C:3]=1[O:4][C:5]1[CH:10]=[CH:9][C:8]([C:11]([F:13])([F:12])[F:14])=[CH:7][N:6]=1.